Dataset: Forward reaction prediction with 1.9M reactions from USPTO patents (1976-2016). Task: Predict the product of the given reaction. (1) Given the reactants C(OC([N:6]1[CH2:21][CH2:20][C:10]2[C:11]3[C:12](=O)[CH2:13][CH2:14][C:15]=3[C:16]([F:18])=[CH:17][C:9]=2[CH2:8][CH2:7]1)=O)C.[CH2:22]([Mg]Br)[CH3:23], predict the reaction product. The product is: [CH2:22]([CH:12]1[C:11]2[C:10]3[CH2:20][CH2:21][NH:6][CH2:7][CH2:8][C:9]=3[CH:17]=[C:16]([F:18])[C:15]=2[CH2:14][CH2:13]1)[CH3:23]. (2) Given the reactants Br[CH:2]1[CH2:9][CH2:8][CH2:7][CH2:6][CH2:5][CH:4]=[CH:3]1.C([Mg]Cl)(C)C.[CH:15](=[O:17])[CH3:16].Cl, predict the reaction product. The product is: [CH:2]1([CH:15]([OH:17])[CH3:16])[CH2:9][CH2:8][CH2:7][CH2:6][CH2:5][CH:4]=[CH:3]1. (3) Given the reactants [CH3:1][O:2][C:3](=[O:23])[NH:4][CH:5]([C:9]([N:11]1[CH2:15][CH2:14][CH2:13][CH:12]1[C:16]1[NH:17][C:18]([C:21]#[CH:22])=[CH:19][N:20]=1)=[O:10])[CH:6]([CH3:8])[CH3:7].[CH3:24][O:25][C:26](=[O:55])[NH:27][CH:28]([C:32]([N:34]1[CH2:38][CH2:37][CH2:36][CH:35]1[C:39]1[NH:40][C:41]([C:44]2[CH:53]=[CH:52][C:51]3[C:46](=[CH:47][CH:48]=[C:49](Br)[CH:50]=3)[CH:45]=2)=[CH:42][N:43]=1)=[O:33])[CH:29]([CH3:31])[CH3:30].C(N(CC)CC)C, predict the reaction product. The product is: [CH3:24][O:25][C:26](=[O:55])[NH:27][CH:28]([C:32]([N:34]1[CH2:38][CH2:37][CH2:36][CH:35]1[C:39]1[NH:40][C:41]([C:44]2[CH:53]=[CH:52][C:51]3[C:46](=[CH:47][CH:48]=[C:49]([C:22]#[C:21][C:18]4[NH:17][C:16]([CH:12]5[CH2:13][CH2:14][CH2:15][N:11]5[C:9](=[O:10])[CH:5]([NH:4][C:3]([O:2][CH3:1])=[O:23])[CH:6]([CH3:8])[CH3:7])=[N:20][CH:19]=4)[CH:50]=3)[CH:45]=2)=[CH:42][N:43]=1)=[O:33])[CH:29]([CH3:31])[CH3:30]. (4) Given the reactants [NH2:1][C:2]1[C:7]2[C:8](=[O:28])[N:9]([C:14]3[CH:19]=[CH:18][C:17]([O:20]CC4C=CC=CC=4)=[CH:16][CH:15]=3)[CH2:10][C@@H:11]([CH3:13])[O:12][C:6]=2[N:5]=[CH:4][N:3]=1, predict the reaction product. The product is: [NH2:1][C:2]1[C:7]2[C:8](=[O:28])[N:9]([C:14]3[CH:19]=[CH:18][C:17]([OH:20])=[CH:16][CH:15]=3)[CH2:10][C@@H:11]([CH3:13])[O:12][C:6]=2[N:5]=[CH:4][N:3]=1. (5) Given the reactants [CH:1]([S:4]([C:7]1[CH:8]=[C:9]2[C:13](=[C:14]([O:16][CH2:17][CH2:18][C:19]3[CH:24]=[CH:23][CH:22]=[CH:21][N:20]=3)[CH:15]=1)[NH:12][N:11]=[C:10]2[N:25]1[C:33](=[O:34])[C:32]2[C:27](=[CH:28][CH:29]=[CH:30][CH:31]=2)[C:26]1=[O:35])(=[O:6])=[O:5])([CH3:3])[CH3:2].[H-].[Na+].Cl[CH2:39][O:40][CH3:41].O, predict the reaction product. The product is: [CH:1]([S:4]([C:7]1[CH:8]=[C:9]2[C:13](=[C:14]([O:16][CH2:17][CH2:18][C:19]3[CH:24]=[CH:23][CH:22]=[CH:21][N:20]=3)[CH:15]=1)[N:12]([CH2:39][O:40][CH3:41])[N:11]=[C:10]2[N:25]1[C:26](=[O:35])[C:27]2[C:32](=[CH:31][CH:30]=[CH:29][CH:28]=2)[C:33]1=[O:34])(=[O:5])=[O:6])([CH3:3])[CH3:2]. (6) Given the reactants C([O:8][C:9]1[CH:36]=[CH:35][C:34]([N:37]([CH3:45])[CH2:38][CH2:39][N:40]2[CH2:44][CH2:43][CH2:42][CH2:41]2)=[CH:33][C:10]=1[C:11]([NH:13][C:14]1[CH:26]=[C:25]([C:27]2[CH:32]=[CH:31][CH:30]=[CH:29][CH:28]=2)[CH:24]=[CH:23][C:15]=1[C:16]([O:18][C:19]([CH3:22])([CH3:21])[CH3:20])=[O:17])=[O:12])C1C=CC=CC=1.C(Cl)(Cl)Cl, predict the reaction product. The product is: [OH:8][C:9]1[CH:36]=[CH:35][C:34]([N:37]([CH3:45])[CH2:38][CH2:39][N:40]2[CH2:41][CH2:42][CH2:43][CH2:44]2)=[CH:33][C:10]=1[C:11]([NH:13][C:14]1[CH:26]=[C:25]([C:27]2[CH:32]=[CH:31][CH:30]=[CH:29][CH:28]=2)[CH:24]=[CH:23][C:15]=1[C:16]([O:18][C:19]([CH3:22])([CH3:21])[CH3:20])=[O:17])=[O:12]. (7) Given the reactants C([O:3][C:4]([C:6]1([CH3:19])[CH2:11][CH2:10][N:9]([C:12]([O:14][C:15]([CH3:18])(C)C)=[O:13])[CH2:8][CH2:7]1)=[O:5])C.[OH-].[Na+].O=C1CCC(=O)N1OC(=O)OC[C:33]1[CH:38]=[CH:37]C=[CH:35][CH:34]=1, predict the reaction product. The product is: [CH2:15]([O:14][C:12]([N:9]1[CH2:8][CH2:7][C:6]([CH3:19])([C:4]([OH:3])=[O:5])[CH2:11][CH2:10]1)=[O:13])[C:18]1[CH:37]=[CH:38][CH:33]=[CH:34][CH:35]=1.